Dataset: NCI-60 drug combinations with 297,098 pairs across 59 cell lines. Task: Regression. Given two drug SMILES strings and cell line genomic features, predict the synergy score measuring deviation from expected non-interaction effect. (1) Drug 1: CN(C)N=NC1=C(NC=N1)C(=O)N. Drug 2: COCCOC1=C(C=C2C(=C1)C(=NC=N2)NC3=CC=CC(=C3)C#C)OCCOC.Cl. Cell line: SNB-19. Synergy scores: CSS=0.647, Synergy_ZIP=-1.10, Synergy_Bliss=-1.31, Synergy_Loewe=-3.96, Synergy_HSA=-2.97. (2) Drug 1: C1CC(C1)(C(=O)O)C(=O)O.[NH2-].[NH2-].[Pt+2]. Drug 2: CS(=O)(=O)CCNCC1=CC=C(O1)C2=CC3=C(C=C2)N=CN=C3NC4=CC(=C(C=C4)OCC5=CC(=CC=C5)F)Cl. Cell line: HOP-62. Synergy scores: CSS=10.4, Synergy_ZIP=-5.41, Synergy_Bliss=-5.80, Synergy_Loewe=-30.3, Synergy_HSA=-3.69. (3) Drug 1: CN(C)N=NC1=C(NC=N1)C(=O)N. Drug 2: CC1=C(C=C(C=C1)NC(=O)C2=CC=C(C=C2)CN3CCN(CC3)C)NC4=NC=CC(=N4)C5=CN=CC=C5. Cell line: KM12. Synergy scores: CSS=7.20, Synergy_ZIP=-4.85, Synergy_Bliss=-8.24, Synergy_Loewe=-11.4, Synergy_HSA=-10.3. (4) Drug 1: C1CCC(CC1)NC(=O)N(CCCl)N=O. Drug 2: C(CN)CNCCSP(=O)(O)O. Cell line: SNB-19. Synergy scores: CSS=18.3, Synergy_ZIP=-4.36, Synergy_Bliss=-6.29, Synergy_Loewe=-45.3, Synergy_HSA=-12.2. (5) Drug 1: C1CCC(CC1)NC(=O)N(CCCl)N=O. Drug 2: CC1=C(C(=CC=C1)Cl)NC(=O)C2=CN=C(S2)NC3=CC(=NC(=N3)C)N4CCN(CC4)CCO. Cell line: RXF 393. Synergy scores: CSS=22.4, Synergy_ZIP=-6.44, Synergy_Bliss=4.42, Synergy_Loewe=0.0721, Synergy_HSA=6.35. (6) Drug 1: CN1CCC(CC1)COC2=C(C=C3C(=C2)N=CN=C3NC4=C(C=C(C=C4)Br)F)OC. Drug 2: CS(=O)(=O)OCCCCOS(=O)(=O)C. Cell line: MDA-MB-435. Synergy scores: CSS=-15.3, Synergy_ZIP=5.91, Synergy_Bliss=-1.49, Synergy_Loewe=-16.6, Synergy_HSA=-12.3.